This data is from Full USPTO retrosynthesis dataset with 1.9M reactions from patents (1976-2016). The task is: Predict the reactants needed to synthesize the given product. (1) Given the product [Cl:1][C:2]1[CH:3]=[CH:4][C:5]([C:6]([CH3:14])([CH3:13])[C@@H:7]([C:10]([NH:33][C@H:32]([C:31]([N:30]([C@@H:26]([CH:27]([CH3:28])[CH3:29])/[CH:25]=[C:19](\[CH3:18])/[C:20]([O:22][CH2:23][CH3:24])=[O:21])[CH3:39])=[O:38])[C:34]([CH3:36])([CH3:37])[CH3:35])=[O:12])[NH:8][CH3:9])=[CH:15][CH:16]=1, predict the reactants needed to synthesize it. The reactants are: [Cl:1][C:2]1[CH:16]=[CH:15][C:5]([C:6]([CH3:14])([CH3:13])[C@@H:7]([C:10]([OH:12])=O)[NH:8][CH3:9])=[CH:4][CH:3]=1.Cl.[CH3:18]/[C:19](=[CH:25]\[C@@H:26]([N:30]([CH3:39])[C:31](=[O:38])[C@H:32]([C:34]([CH3:37])([CH3:36])[CH3:35])[NH2:33])[CH:27]([CH3:29])[CH3:28])/[C:20]([O:22][CH2:23][CH3:24])=[O:21].F[P-](F)(F)(F)(F)F.N1(O[P+](N2CCCC2)(N2CCCC2)N2CCCC2)C2C=CC=CC=2N=N1.C(N(C(C)C)CC)(C)C. (2) The reactants are: [N:1]([CH2:4][CH2:5][CH2:6][CH2:7][C:8]1([C:13]([NH:15][C@@H:16]([CH2:20][C:21]2[CH:26]=[CH:25][C:24]([C:27]3[C:28](=[O:37])[N:29]([CH3:36])[C:30](=[O:35])[N:31]([CH3:34])[C:32]=3[CH3:33])=[CH:23][CH:22]=2)[C:17]([OH:19])=[O:18])=[O:14])[CH2:12][CH2:11][CH2:10][CH2:9]1)=[N+]=[N-].CP(C)C. Given the product [NH2:1][CH2:4][CH2:5][CH2:6][CH2:7][C:8]1([C:13]([NH:15][C@@H:16]([CH2:20][C:21]2[CH:22]=[CH:23][C:24]([C:27]3[C:28](=[O:37])[N:29]([CH3:36])[C:30](=[O:35])[N:31]([CH3:34])[C:32]=3[CH3:33])=[CH:25][CH:26]=2)[C:17]([OH:19])=[O:18])=[O:14])[CH2:12][CH2:11][CH2:10][CH2:9]1, predict the reactants needed to synthesize it. (3) Given the product [CH:32]1([NH:38][C:3]([C:4]2[CH:10]=[C:11]([C:13]3[CH:18]=[CH:17][CH:16]=[CH:15][C:14]=3[O:19][C:20]([F:23])([F:22])[F:21])[N:31]([CH2:30][CH:25]3[CH2:26][O:27][CH2:28][CH2:29][O:24]3)[C:5]=2[CH3:6])=[O:8])[CH2:37][CH2:36][CH2:35][CH2:34][CH2:33]1, predict the reactants needed to synthesize it. The reactants are: CO[C:3](=[O:8])[CH2:4][C:5](=O)[CH3:6].Br[CH2:10][C:11]([C:13]1[CH:18]=[CH:17][CH:16]=[CH:15][C:14]=1[O:19][C:20]([F:23])([F:22])[F:21])=O.[O:24]1[CH2:29][CH2:28][O:27][CH2:26][CH:25]1[CH2:30][NH2:31].[CH:32]1([NH2:38])[CH2:37][CH2:36][CH2:35][CH2:34][CH2:33]1. (4) Given the product [CH2:1]([O:3][C:4]([CH:6]1[CH2:11][N:10]([CH:12]([C:19]2[CH:24]=[CH:23][CH:22]=[CH:21][CH:20]=2)[C:13]2[CH:14]=[CH:15][CH:16]=[CH:17][CH:18]=2)[CH2:9][CH2:8][N:7]1[C:33](=[O:34])[CH2:32][CH:31]([C:25]1[CH:30]=[CH:29][CH:28]=[CH:27][CH:26]=1)[C:36]1[CH:41]=[CH:40][CH:39]=[CH:38][CH:37]=1)=[O:5])[CH3:2], predict the reactants needed to synthesize it. The reactants are: [CH2:1]([O:3][C:4]([CH:6]1[CH2:11][N:10]([CH:12]([C:19]2[CH:24]=[CH:23][CH:22]=[CH:21][CH:20]=2)[C:13]2[CH:18]=[CH:17][CH:16]=[CH:15][CH:14]=2)[CH2:9][CH2:8][NH:7]1)=[O:5])[CH3:2].[C:25]1([CH:31]([C:36]2[CH:41]=[CH:40][CH:39]=[CH:38][CH:37]=2)[CH2:32][C:33](O)=[O:34])[CH:30]=[CH:29][CH:28]=[CH:27][CH:26]=1.C(Cl)CCl. (5) The reactants are: Cl.CN.[CH2:4]([O:6][C:7]1[CH:8]=[C:9]([O:25][C:26]2[CH:27]=[N:28][C:29]([S:32]([CH3:35])(=[O:34])=[O:33])=[CH:30][CH:31]=2)[CH:10]=[C:11]2[C:15]=1[NH:14][C:13]([C:16]1[S:17][CH:18]([CH2:21][C:22](O)=[O:23])[CH2:19][N:20]=1)=[CH:12]2)[CH3:5].O[N:37]1[C:41]2C=CC=CC=2N=N1.Cl.C(N=C=NCCCN(C)C)C. Given the product [CH2:4]([O:6][C:7]1[CH:8]=[C:9]([O:25][C:26]2[CH:27]=[N:28][C:29]([S:32]([CH3:35])(=[O:34])=[O:33])=[CH:30][CH:31]=2)[CH:10]=[C:11]2[C:15]=1[NH:14][C:13]([C:16]1[S:17][CH:18]([CH2:21][C:22]([NH:37][CH3:41])=[O:23])[CH2:19][N:20]=1)=[CH:12]2)[CH3:5], predict the reactants needed to synthesize it.